From a dataset of Full USPTO retrosynthesis dataset with 1.9M reactions from patents (1976-2016). Predict the reactants needed to synthesize the given product. Given the product [CH:20]1([CH2:26][NH:1][CH2:2][C:3]2[CH:19]=[CH:18][C:6]([O:7][C:8]3[CH:17]=[CH:16][C:11]4[B:12]([OH:15])[O:13][CH2:14][C:10]=4[CH:9]=3)=[CH:5][CH:4]=2)[CH2:25][CH2:24][CH2:23][CH2:22][CH2:21]1, predict the reactants needed to synthesize it. The reactants are: [NH2:1][CH2:2][C:3]1[CH:19]=[CH:18][C:6]([O:7][C:8]2[CH:17]=[CH:16][C:11]3[B:12]([OH:15])[O:13][CH2:14][C:10]=3[CH:9]=2)=[CH:5][CH:4]=1.[CH:20]1([CH:26]=O)[CH2:25][CH2:24][CH2:23][CH2:22][CH2:21]1.[BH4-].[Na+].Cl.